This data is from Forward reaction prediction with 1.9M reactions from USPTO patents (1976-2016). The task is: Predict the product of the given reaction. Given the reactants [C:1]([O:5][C:6]([NH:8][C@@H:9]1[C:23](=[O:24])[N:22]2[CH2:25][C@@H:26]([OH:28])[CH2:27][C@H:21]2[C:20](=[O:29])[NH:19][C@:18]2([C:31]([O:33][CH2:34][CH3:35])=[O:32])[CH2:30][C@H:17]2[CH:16]=[CH:15][CH2:14][CH2:13][CH2:12][CH2:11][CH2:10]1)=[O:7])([CH3:4])([CH3:3])[CH3:2].C(N(C(C)C)C(C)C)C.CN1C=CN=C1.[C:51](O[C:51](=[O:58])[C:52]1[CH:57]=[CH:56][CH:55]=[CH:54][CH:53]=1)(=[O:58])[C:52]1[CH:57]=[CH:56][CH:55]=[CH:54][CH:53]=1, predict the reaction product. The product is: [C:51]([O:28][C@@H:26]1[CH2:25][N:22]2[C:23](=[O:24])[C@@H:9]([NH:8][C:6]([O:5][C:1]([CH3:4])([CH3:3])[CH3:2])=[O:7])[CH2:10][CH2:11][CH2:12][CH2:13][CH2:14][CH:15]=[CH:16][C@@H:17]3[CH2:30][C@@:18]3([C:31]([O:33][CH2:34][CH3:35])=[O:32])[NH:19][C:20](=[O:29])[C@@H:21]2[CH2:27]1)(=[O:58])[C:52]1[CH:57]=[CH:56][CH:55]=[CH:54][CH:53]=1.